The task is: Predict the product of the given reaction.. This data is from Forward reaction prediction with 1.9M reactions from USPTO patents (1976-2016). The product is: [CH3:12][S:13]([C:16]1[CH:17]=[C:18]([S:22]([O-:24])=[O:23])[CH:19]=[CH:20][CH:21]=1)(=[O:15])=[O:14].[Na+:5]. Given the reactants S([O-])([O-])=O.[Na+:5].[Na+].C(=O)([O-])O.[Na+].[CH3:12][S:13]([C:16]1[CH:17]=[C:18]([S:22](Cl)(=[O:24])=[O:23])[CH:19]=[CH:20][CH:21]=1)(=[O:15])=[O:14], predict the reaction product.